Dataset: Peptide-MHC class I binding affinity with 185,985 pairs from IEDB/IMGT. Task: Regression. Given a peptide amino acid sequence and an MHC pseudo amino acid sequence, predict their binding affinity value. This is MHC class I binding data. (1) The peptide sequence is TELPLAYER. The MHC is HLA-A26:01 with pseudo-sequence HLA-A26:01. The binding affinity (normalized) is 0.0847. (2) The peptide sequence is NYPASLHKF. The binding affinity (normalized) is 0.0847. The MHC is HLA-A11:01 with pseudo-sequence HLA-A11:01. (3) The peptide sequence is VFMDNAFKK. The MHC is HLA-A02:03 with pseudo-sequence HLA-A02:03. The binding affinity (normalized) is 0.0847. (4) The peptide sequence is ALVSEVTEV. The MHC is HLA-A02:06 with pseudo-sequence HLA-A02:06. The binding affinity (normalized) is 1.00. (5) The peptide sequence is EMETLQSQL. The MHC is HLA-A02:03 with pseudo-sequence HLA-A02:03. The binding affinity (normalized) is 0.00243. (6) The peptide sequence is PYNSVTDTI. The MHC is HLA-A01:01 with pseudo-sequence HLA-A01:01. The binding affinity (normalized) is 0.